The task is: Predict the reactants needed to synthesize the given product.. This data is from Full USPTO retrosynthesis dataset with 1.9M reactions from patents (1976-2016). (1) Given the product [Cl:3][C:4]1[CH:5]=[C:6]([C:14]2[O:18][N:17]=[C:16]([C:19]3[CH:27]=[C:26]4[C:22]([C:23]([CH2:28][CH2:29][C:30]([OH:32])=[O:31])=[CH:24][NH:25]4)=[CH:21][CH:20]=3)[N:15]=2)[CH:7]=[N:8][C:9]=1[O:10][CH:11]([CH3:13])[CH3:12], predict the reactants needed to synthesize it. The reactants are: [OH-].[Na+].[Cl:3][C:4]1[CH:5]=[C:6]([C:14]2[O:18][N:17]=[C:16]([C:19]3[CH:27]=[C:26]4[C:22]([C:23]([CH2:28][CH2:29][C:30]([O:32]CC)=[O:31])=[CH:24][NH:25]4)=[CH:21][CH:20]=3)[N:15]=2)[CH:7]=[N:8][C:9]=1[O:10][CH:11]([CH3:13])[CH3:12].Cl. (2) Given the product [CH2:1]([O:3][C:4]1[CH:9]=[CH:8][C:7]([S:10]([N:13]2[CH2:18][CH2:17][CH:16]([C:19]([OH:21])=[O:20])[CH2:15][CH2:14]2)(=[O:12])=[O:11])=[CH:6][C:5]=1[C:24]1[NH:29][C:28](=[O:30])[C:27]2=[C:31]([CH3:39])[N:32]=[C:33]([CH:34]3[CH2:38][CH2:37][CH2:36][CH2:35]3)[N:26]2[N:25]=1)[CH3:2], predict the reactants needed to synthesize it. The reactants are: [CH2:1]([O:3][C:4]1[CH:9]=[CH:8][C:7]([S:10]([N:13]2[CH2:18][CH2:17][CH:16]([C:19]([O:21]CC)=[O:20])[CH2:15][CH2:14]2)(=[O:12])=[O:11])=[CH:6][C:5]=1[C:24]1[NH:29][C:28](=[O:30])[C:27]2=[C:31]([CH3:39])[N:32]=[C:33]([CH:34]3[CH2:38][CH2:37][CH2:36][CH2:35]3)[N:26]2[N:25]=1)[CH3:2].[OH-].[Na+].O. (3) Given the product [C:2]([C:7]1[N:8]=[C:9]([CH2:12][N:13]2[N:17]=[C:16]([NH:18][C:33]([C:28]3[N:29]=[C:30]([CH3:32])[O:31][C:27]=3[C:23]3[CH:24]=[CH:25][CH:26]=[C:21]([O:20][CH3:19])[CH:22]=3)=[O:34])[CH:15]=[N:14]2)[S:10][CH:11]=1)(=[O:6])[CH3:1], predict the reactants needed to synthesize it. The reactants are: [CH3:1][C:2]1([C:7]2[N:8]=[C:9]([CH2:12][N:13]3[N:17]=[C:16]([NH2:18])[CH:15]=[N:14]3)[S:10][CH:11]=2)[O:6]CCO1.[CH3:19][O:20][C:21]1[CH:22]=[C:23]([C:27]2[O:31][C:30]([CH3:32])=[N:29][C:28]=2[C:33](O)=[O:34])[CH:24]=[CH:25][CH:26]=1. (4) Given the product [CH3:34][C:24]1[CH:29]=[CH:28][C:27]([S:30]([O:1][CH2:2][CH2:3][C@H:4]2[CH2:13][CH2:12][C:11]3[C:6](=[CH:7][CH:8]=[C:9]([C@H:14]4[CH2:23][CH2:22][C@@:16]5([NH:20][C:19](=[O:21])[O:18][CH2:17]5)[CH2:15]4)[CH:10]=3)[CH2:5]2)(=[O:32])=[O:31])=[CH:26][CH:25]=1, predict the reactants needed to synthesize it. The reactants are: [OH:1][CH2:2][CH2:3][C@H:4]1[CH2:13][CH2:12][C:11]2[CH:10]=[C:9]([C@H:14]3[CH2:23][CH2:22][C@@:16]4([NH:20][C:19](=[O:21])[O:18][CH2:17]4)[CH2:15]3)[CH:8]=[CH:7][C:6]=2[CH2:5]1.[C:24]1([CH3:34])[CH:29]=[CH:28][C:27]([S:30](Cl)(=[O:32])=[O:31])=[CH:26][CH:25]=1. (5) Given the product [Br-:1].[O:15]=[C:6]1[C:7]2[C:8](=[CH:11][CH:12]=[CH:13][CH:14]=2)[C:9](=[O:10])[N:5]1[CH2:4][CH2:3][CH2:2][P+:22]([C:23]1[CH:24]=[CH:25][CH:26]=[CH:27][CH:28]=1)([C:29]1[CH:34]=[CH:33][CH:32]=[CH:31][CH:30]=1)[C:16]1[CH:17]=[CH:18][CH:19]=[CH:20][CH:21]=1, predict the reactants needed to synthesize it. The reactants are: [Br:1][CH2:2][CH2:3][CH2:4][N:5]1[C:9](=[O:10])[C:8]2=[CH:11][CH:12]=[CH:13][CH:14]=[C:7]2[C:6]1=[O:15].[C:16]1([P:22]([C:29]2[CH:34]=[CH:33][CH:32]=[CH:31][CH:30]=2)[C:23]2[CH:28]=[CH:27][CH:26]=[CH:25][CH:24]=2)[CH:21]=[CH:20][CH:19]=[CH:18][CH:17]=1. (6) Given the product [CH3:22][C:17]1[CH:16]=[C:15]([N:5]([CH2:6][CH2:7][C:8]2[CH:9]=[CH:10][C:11]([CH3:14])=[CH:12][CH:13]=2)[C:3]([CH:2]([C:23]2[CH:28]=[CH:27][CH:26]=[CH:25][CH:24]=2)[NH:1][C:29](=[O:33])[CH2:30][CH3:31])=[O:4])[CH:20]=[CH:19][C:18]=1[CH3:21], predict the reactants needed to synthesize it. The reactants are: [NH2:1][CH:2]([C:23]1[CH:28]=[CH:27][CH:26]=[CH:25][CH:24]=1)[C:3]([N:5]([C:15]1[CH:20]=[CH:19][C:18]([CH3:21])=[C:17]([CH3:22])[CH:16]=1)[CH2:6][CH2:7][C:8]1[CH:13]=[CH:12][C:11]([CH3:14])=[CH:10][CH:9]=1)=[O:4].[C:29](O)(=[O:33])[CH:30](C)[CH3:31]. (7) Given the product [Br:14][C:10]1[CH:11]=[C:12]2[C:7](=[CH:8][CH:9]=1)[CH2:6][CH:5]([C:3]([OH:4])=[O:2])[CH2:13]2, predict the reactants needed to synthesize it. The reactants are: C[O:2][C:3]([CH:5]1[CH2:13][C:12]2[C:7](=[CH:8][CH:9]=[C:10]([Br:14])[CH:11]=2)[CH2:6]1)=[O:4]. (8) Given the product [F:8][C:9]1[CH:10]=[CH:11][C:12]([O:15][C:16]2[CH:17]=[C:18]([CH:19]=[CH:20][CH:21]=2)[CH:22]=[C:23]2[CH2:24][CH2:25][N:26]([C:36]([NH:35][C:31]3[N:30]=[N:29][CH:34]=[CH:33][CH:32]=3)=[O:37])[CH2:27][CH2:28]2)=[N:13][CH:14]=1, predict the reactants needed to synthesize it. The reactants are: FC(F)(F)C(O)=O.[F:8][C:9]1[CH:10]=[CH:11][C:12]([O:15][C:16]2[CH:21]=[CH:20][CH:19]=[C:18]([CH:22]=[C:23]3[CH2:28][CH2:27][NH:26][CH2:25][CH2:24]3)[CH:17]=2)=[N:13][CH:14]=1.[N:29]1[CH:34]=[CH:33][CH:32]=[C:31]([NH:35][C:36](=O)[O:37]C2C=CC=CC=2)[N:30]=1.C(N(CC)CC)C.O. (9) Given the product [Cl:6][C:7]1[C:8]([C:32]2[CH:33]=[N:34][N:35]3[CH:40]=[CH:39][CH:38]=[CH:37][C:36]=23)=[N:9][C:10]([NH:13][C:14]2[C:19]([O:20][CH3:21])=[CH:18][C:17]([N:22]3[CH2:23][C:24]4([CH2:29][CH2:28][CH2:27][N:26]4[CH3:30])[CH2:25]3)=[C:16]([NH:31][C:1](=[O:4])[CH:2]=[CH2:3])[CH:15]=2)=[N:11][CH:12]=1, predict the reactants needed to synthesize it. The reactants are: [C:1](Cl)(=[O:4])[CH:2]=[CH2:3].[Cl:6][C:7]1[C:8]([C:32]2[CH:33]=[N:34][N:35]3[CH:40]=[CH:39][CH:38]=[CH:37][C:36]=23)=[N:9][C:10]([NH:13][C:14]2[CH:15]=[C:16]([NH2:31])[C:17]([N:22]3[CH2:25][C:24]4([CH2:29][CH2:28][CH2:27][N:26]4[CH3:30])[CH2:23]3)=[CH:18][C:19]=2[O:20][CH3:21])=[N:11][CH:12]=1. (10) Given the product [NH2:14][C:15]1[CH:20]=[C:19]([CH:18]=[CH:17][C:16]=1[C:2]1[CH:11]=[CH:10][C:9]2[C:4](=[CH:5][CH:6]=[C:7]([O:12][CH3:13])[CH:8]=2)[CH:3]=1)[C:21]([O:23][CH3:24])=[O:22], predict the reactants needed to synthesize it. The reactants are: Br[C:2]1[CH:11]=[CH:10][C:9]2[C:4](=[CH:5][CH:6]=[C:7]([O:12][CH3:13])[CH:8]=2)[CH:3]=1.[NH2:14][C:15]1[CH:20]=[C:19]([C:21]([O:23][CH3:24])=[O:22])[CH:18]=[CH:17][C:16]=1B(O)O.C([O-])([O-])=O.[K+].[K+].